Task: Predict which catalyst facilitates the given reaction.. Dataset: Catalyst prediction with 721,799 reactions and 888 catalyst types from USPTO (1) Reactant: C(OC([N:8]1[CH2:12][CH2:11][CH2:10][C@H:9]1[CH2:13][O:14][C:15]1[CH:16]=[N:17][CH:18]=[C:19]([N:21]2[CH2:25][CH2:24][C@@H:23]([CH2:26][O:27][CH2:28][CH2:29][CH2:30][C:31]3[CH:36]=[CH:35][CH:34]=[CH:33][CH:32]=3)[CH2:22]2)[CH:20]=1)=O)(C)(C)C.C(O)(C(F)(F)F)=O.O. Product: [C:31]1([CH2:30][CH2:29][CH2:28][O:27][CH2:26][C@@H:23]2[CH2:24][CH2:25][N:21]([C:19]3[CH:18]=[N:17][CH:16]=[C:15]([O:14][CH2:13][C@@H:9]4[CH2:10][CH2:11][CH2:12][NH:8]4)[CH:20]=3)[CH2:22]2)[CH:32]=[CH:33][CH:34]=[CH:35][CH:36]=1. The catalyst class is: 2. (2) Reactant: [Br:1][C:2]1[CH:3]=[C:4]([CH:7]=[C:8]([CH2:10][OH:11])[CH:9]=1)[C:5]#[N:6].[Cr](Cl)([O-])(=O)=O.[NH+]1C=CC=CC=1. Product: [Br:1][C:2]1[CH:3]=[C:4]([CH:7]=[C:8]([CH:10]=[O:11])[CH:9]=1)[C:5]#[N:6]. The catalyst class is: 363. (3) Reactant: [N:1]1([CH2:7][CH2:8][CH2:9][O:10][C:11]2[CH:18]=[CH:17][C:14]([CH:15]=O)=[CH:13][CH:12]=2)[CH2:6][CH2:5][CH2:4][CH2:3][CH2:2]1.[CH:19]([N:22]1[CH2:27][CH2:26][NH:25][CH2:24][CH2:23]1)([CH3:21])[CH3:20].C(O[BH-](OC(=O)C)OC(=O)C)(=O)C.[Na+].[OH-].[Na+].[CH2:44]([Cl:46])[Cl:45]. The catalyst class is: 15. Product: [NH3:1].[CH2:44]([Cl:46])[Cl:45].[CH:19]([N:22]1[CH2:27][CH2:26][N:25]([CH2:15][C:14]2[CH:17]=[CH:18][C:11]([O:10][CH2:9][CH2:8][CH2:7][N:1]3[CH2:6][CH2:5][CH2:4][CH2:3][CH2:2]3)=[CH:12][CH:13]=2)[CH2:24][CH2:23]1)([CH3:21])[CH3:20]. (4) Reactant: C([N:8]([CH2:51][C@@H:52]([C:61]1[CH:70]=[CH:69][C:68]([O:71]CC2C=CC=CC=2)=[C:67]2[C:62]=1[CH:63]=[CH:64][C:65](=[O:79])[NH:66]2)[O:53][Si:54]([C:57]([CH3:60])([CH3:59])[CH3:58])([CH3:56])[CH3:55])[CH2:9][CH2:10][C:11]1[CH:12]=[C:13]([NH:17][C:18]([CH2:20][CH2:21][CH2:22][N:23]([CH3:50])[C:24]([CH2:26][CH2:27][N:28]2[CH2:33][CH2:32][CH:31]([O:34][C:35](=[O:49])[NH:36][C:37]3[CH:42]=[CH:41][CH:40]=[CH:39][C:38]=3[C:43]3[CH:48]=[CH:47][CH:46]=[CH:45][CH:44]=3)[CH2:30][CH2:29]2)=[O:25])=[O:19])[CH:14]=[CH:15][CH:16]=1)C1C=CC=CC=1.C(O)(=O)C.O. Product: [Si:54]([O:53][C@H:52]([C:61]1[CH:70]=[CH:69][C:68]([OH:71])=[C:67]2[C:62]=1[CH:63]=[CH:64][C:65](=[O:79])[NH:66]2)[CH2:51][NH:8][CH2:9][CH2:10][C:11]1[CH:12]=[C:13]([NH:17][C:18]([CH2:20][CH2:21][CH2:22][N:23]([CH3:50])[C:24]([CH2:26][CH2:27][N:28]2[CH2:33][CH2:32][CH:31]([O:34][C:35](=[O:49])[NH:36][C:37]3[CH:42]=[CH:41][CH:40]=[CH:39][C:38]=3[C:43]3[CH:44]=[CH:45][CH:46]=[CH:47][CH:48]=3)[CH2:30][CH2:29]2)=[O:25])=[O:19])[CH:14]=[CH:15][CH:16]=1)([C:57]([CH3:60])([CH3:58])[CH3:59])([CH3:55])[CH3:56]. The catalyst class is: 293. (5) Reactant: [Br:1][C:2]1[C:7]([CH3:8])=[CH:6][C:5]([OH:9])=[CH:4][C:3]=1[CH3:10].Br[CH:12]1[CH2:16][CH2:15][N:14]([CH3:17])[C:13]1=[O:18].C([O-])([O-])=O.[K+].[K+]. Product: [Br:1][C:2]1[C:7]([CH3:8])=[CH:6][C:5]([O:9][CH:12]2[CH2:16][CH2:15][N:14]([CH3:17])[C:13]2=[O:18])=[CH:4][C:3]=1[CH3:10]. The catalyst class is: 9. (6) Reactant: [CH3:1][O:2][C:3]([CH:5]1[CH2:9][C:8](=[O:10])[N:7]([C:11]2[CH:16]=[CH:15][C:14]([OH:17])=[C:13]([CH3:18])[CH:12]=2)[CH2:6]1)=[O:4].[F:19][C:20]1[CH:21]=[C:22]([CH:25]=[CH:26][CH:27]=1)[CH2:23]Br.C(=O)([O-])[O-].[K+].[K+]. Product: [CH3:1][O:2][C:3]([CH:5]1[CH2:9][C:8](=[O:10])[N:7]([C:11]2[CH:16]=[CH:15][C:14]([O:17][CH2:23][C:22]3[CH:25]=[CH:26][CH:27]=[C:20]([F:19])[CH:21]=3)=[C:13]([CH3:18])[CH:12]=2)[CH2:6]1)=[O:4]. The catalyst class is: 3. (7) Reactant: [NH2:1][CH2:2][C:3]([CH3:7])([CH3:6])[CH2:4][OH:5].[C:8](O[C:8]([O:10][C:11]([CH3:14])([CH3:13])[CH3:12])=[O:9])([O:10][C:11]([CH3:14])([CH3:13])[CH3:12])=[O:9]. Product: [C:11]([O:10][C:8]([NH:1][CH2:2][C:3]([CH3:7])([CH3:6])[CH2:4][OH:5])=[O:9])([CH3:14])([CH3:13])[CH3:12]. The catalyst class is: 5. (8) Product: [N+:23]([C:14]1[CH:15]=[C:16]([C:19]([F:20])([F:21])[F:22])[CH:17]=[CH:18][C:13]=1[N:1]1[CH2:6][CH2:5][CH2:4][CH2:3][CH2:2]1)([O-:25])=[O:24]. The catalyst class is: 6. Reactant: [NH:1]1[CH2:6][CH2:5][CH2:4][CH2:3][CH2:2]1.CN(C)C=O.Cl[C:13]1[CH:18]=[CH:17][C:16]([C:19]([F:22])([F:21])[F:20])=[CH:15][C:14]=1[N+:23]([O-:25])=[O:24].